This data is from Catalyst prediction with 721,799 reactions and 888 catalyst types from USPTO. The task is: Predict which catalyst facilitates the given reaction. (1) Reactant: C[O:2][C:3]([C:5]1[S:9][C:8]([N:10]2[CH2:15][CH2:14][N:13]([S:16]([C:19]3[CH:24]=[CH:23][C:22]([O:25][CH3:26])=[C:21]([O:27][CH3:28])[CH:20]=3)(=[O:18])=[O:17])[CH2:12][CH2:11]2)=[N:7][CH:6]=1)=O.Cl.[NH2:30][OH:31].C[O-].[Na+].CO.Cl. Product: [OH:31][NH:30][C:3]([C:5]1[S:9][C:8]([N:10]2[CH2:15][CH2:14][N:13]([S:16]([C:19]3[CH:24]=[CH:23][C:22]([O:25][CH3:26])=[C:21]([O:27][CH3:28])[CH:20]=3)(=[O:18])=[O:17])[CH2:12][CH2:11]2)=[N:7][CH:6]=1)=[O:2]. The catalyst class is: 12. (2) Reactant: [N+:1]([C:4]1[CH:12]=[C:7]2[CH2:8][NH:9][CH2:10][CH2:11][N:6]2[N:5]=1)([O-:3])=[O:2].C([O-])([O-])=O.[K+].[K+].Br[CH2:20][CH2:21][O:22][CH3:23]. Product: [CH3:23][O:22][CH2:21][CH2:20][N:9]1[CH2:10][CH2:11][N:6]2[N:5]=[C:4]([N+:1]([O-:3])=[O:2])[CH:12]=[C:7]2[CH2:8]1. The catalyst class is: 10. (3) Reactant: [OH:1][NH:2][C:3]([C:5]([NH:12][C:13]([C:15]1[CH:20]=[C:19]([O:21][CH2:22][C:23]([F:26])([F:25])[F:24])[C:18](Br)=[CH:17][N:16]=1)=[O:14])([CH3:11])[CH2:6][C:7]([CH3:10])([CH3:9])[CH3:8])=[NH:4].[CH:28]1([B-](F)(F)F)[CH2:30][CH2:29]1.[K+].[CH2:36](P(C12CC3CC(CC(C3)C1)C2)C12CC3CC(CC(C3)C1)C2)[CH2:37]CC.C(=O)([O-])[O-].[Cs+].[Cs+]. Product: [CH3:11][C:5]([NH:12][C:13]([C:15]1[CH:20]=[C:19]([O:21][CH2:22][C:23]([F:26])([F:25])[F:24])[C:18]([CH:28]2[CH2:30][CH2:29]2)=[CH:17][N:16]=1)=[O:14])([C:3]1[N:4]=[C:36]([CH3:37])[O:1][N:2]=1)[CH2:6][C:7]([CH3:10])([CH3:9])[CH3:8]. The catalyst class is: 164. (4) Reactant: C[O:2][CH:3](OC)[CH2:4][N:5]1[C:13]2[C:8](=[CH:9][C:10]([O:18][CH3:19])=[CH:11][C:12]=2[C:14]([O:16][CH3:17])=[O:15])[CH:7]=[N:6]1.Cl. The catalyst class is: 12. Product: [CH3:19][O:18][C:10]1[CH:9]=[C:8]2[C:13](=[C:12]([C:14]([O:16][CH3:17])=[O:15])[CH:11]=1)[N:5]([CH2:4][CH:3]=[O:2])[N:6]=[CH:7]2. (5) Reactant: [F:1][C:2]([F:35])([F:34])[C:3]1[CH:4]=[C:5]([C@H:13]([N:15]([CH3:33])[C:16]([N:18]2[CH2:23][CH2:22][NH:21][C:20](=O)[C@@H:19]2[C:25]2[CH:30]=[CH:29][C:28]([F:31])=[CH:27][C:26]=2[CH3:32])=[O:17])[CH3:14])[CH:6]=[C:7]([C:9]([F:12])([F:11])[F:10])[CH:8]=1.B.C1COCC1.Cl.C([O-])(O)=O.[Na+]. Product: [F:35][C:2]([F:1])([F:34])[C:3]1[CH:4]=[C:5]([C@H:13]([N:15]([CH3:33])[C:16]([N:18]2[CH2:23][CH2:22][NH:21][CH2:20][C@@H:19]2[C:25]2[CH:30]=[CH:29][C:28]([F:31])=[CH:27][C:26]=2[CH3:32])=[O:17])[CH3:14])[CH:6]=[C:7]([C:9]([F:10])([F:11])[F:12])[CH:8]=1. The catalyst class is: 20. (6) Reactant: O.Cl.[CH2:3]([C:7]1([N:17]2[CH2:21][CH2:20][CH2:19][CH2:18]2)[CH2:16][CH2:15][C:10]2(OCC[O:11]2)[CH2:9][CH2:8]1)[CH2:4][CH2:5][CH3:6].[OH-].[Na+]. Product: [CH2:3]([C:7]1([N:17]2[CH2:21][CH2:20][CH2:19][CH2:18]2)[CH2:16][CH2:15][C:10](=[O:11])[CH2:9][CH2:8]1)[CH2:4][CH2:5][CH3:6]. The catalyst class is: 21. (7) Reactant: [OH:1][CH:2]1[CH2:6][CH:5]([NH:7][C:8](=[O:14])[O:9][C:10]([CH3:13])([CH3:12])[CH3:11])[CH:4]([NH:15][C:16](=[O:28])[C:17]2[CH:22]=[CH:21][CH:20]=[CH:19][C:18]=2[N:23]2[N:27]=[CH:26][CH:25]=[N:24]2)[CH2:3]1.CC(OI1(OC(C)=O)(OC(C)=O)OC(=O)C2C=CC=CC1=2)=O. Product: [O:1]=[C:2]1[CH2:6][CH:5]([NH:7][C:8](=[O:14])[O:9][C:10]([CH3:12])([CH3:13])[CH3:11])[CH:4]([NH:15][C:16](=[O:28])[C:17]2[CH:22]=[CH:21][CH:20]=[CH:19][C:18]=2[N:23]2[N:27]=[CH:26][CH:25]=[N:24]2)[CH2:3]1. The catalyst class is: 2. (8) Reactant: C[C:2]1[C:10]2[N:9]=[C:8]([C:11]([F:14])([F:13])[F:12])[N:7]([C:15]3[CH:20]=[N:19][C:18]([NH:21][C:22](=[O:31])[C:23]4[C:28]([F:29])=[CH:27][CH:26]=[CH:25][C:24]=4[F:30])=[CH:17][N:16]=3)[C:6]=2[CH:5]=[CH:4][C:3]=1[C:32](O)=[O:33].C(Cl)(=O)C(Cl)=O.CCN(CC)CC.[CH2:48]([O:50][CH:51]([O:54][CH2:55][CH3:56])[CH2:52][NH2:53])[CH3:49]. Product: [CH2:48]([O:50][CH:51]([O:54][CH2:55][CH3:56])[CH2:52][NH:53][C:32]([C:3]1[CH:4]=[CH:5][C:6]2[N:7]([C:15]3[CH:20]=[N:19][C:18]([NH:21][C:22](=[O:31])[C:23]4[C:28]([F:29])=[CH:27][CH:26]=[CH:25][C:24]=4[F:30])=[CH:17][N:16]=3)[C:8]([C:11]([F:14])([F:13])[F:12])=[N:9][C:10]=2[CH:2]=1)=[O:33])[CH3:49]. The catalyst class is: 59.